From a dataset of Forward reaction prediction with 1.9M reactions from USPTO patents (1976-2016). Predict the product of the given reaction. (1) Given the reactants [H-].[Na+].[CH:3]1[CH:8]=[CH:7][C:6]([CH2:9]Br)=[CH:5][CH:4]=1.O.CCO[C:15]([CH3:17])=[O:16], predict the reaction product. The product is: [CH2:9]([O:16][CH2:15][C:17]1[CH:7]=[CH:8][CH:3]=[CH:4][CH:5]=1)[C:6]1[CH:7]=[CH:8][CH:3]=[CH:4][CH:5]=1. (2) Given the reactants [O:1]1[C:5]2[CH:6]=[CH:7][C:8]([C:10]([C:14]3[CH:19]=[CH:18][CH:17]=[CH:16][CH:15]=3)(O)[CH2:11][CH3:12])=[CH:9][C:4]=2[CH:3]=[CH:2]1.C([SiH](CC)CC)C.FC(F)(F)C(O)=O, predict the reaction product. The product is: [C:14]1([CH:10]([C:8]2[CH:7]=[CH:6][C:5]3[O:1][CH:2]=[CH:3][C:4]=3[CH:9]=2)[CH2:11][CH3:12])[CH:19]=[CH:18][CH:17]=[CH:16][CH:15]=1. (3) Given the reactants [C:1]([O:5][C:6]([N:8]([C:26]([O:28][C:29]([CH3:32])([CH3:31])[CH3:30])=[O:27])[C@@H:9]([C:23]([OH:25])=O)[CH2:10][CH2:11][C@@H:12]([C:15]1[CH:20]=[CH:19][CH:18]=[C:17]([F:21])[C:16]=1[F:22])[CH2:13][NH2:14])=[O:7])([CH3:4])([CH3:3])[CH3:2].Cl[CH2:34][C:35]([CH3:38])([OH:37])[CH3:36].C(N(CC)C(C)C)(C)C.C(Cl)CCl.C1C=NC2N(O)N=NC=2C=1.C([O-])(O)=O.[Na+], predict the reaction product. The product is: [F:22][C:16]1[C:17]([F:21])=[CH:18][CH:19]=[CH:20][C:15]=1[C@H:12]1[CH2:13][N:14]([CH2:34][C:35]([OH:37])([CH3:38])[CH3:36])[C:23](=[O:25])[C@H:9]([N:8]([C:26]([O:28][C:29]([CH3:30])([CH3:32])[CH3:31])=[O:27])[C:6]([O:5][C:1]([CH3:4])([CH3:3])[CH3:2])=[O:7])[CH2:10][CH2:11]1.